From a dataset of Reaction yield outcomes from USPTO patents with 853,638 reactions. Predict the reaction yield, written as a fraction of the theoretical maximum amount of product (1.0 means a 100% yield; for example, 0.34 means a 34% yield). The reactants are [CH3:1][O:2][C:3]1[CH:12]=[CH:11][C:6]([C:7]([O:9]C)=O)=[CH:5][CH:4]=1.[Br:13][C:14]1[CH:19]=[CH:18][N:17]=[C:16]([CH3:20])[CH:15]=1.C[Si](C)(C)[N-][Si](C)(C)C.[Li+]. The catalyst is O1CCCC1. The product is [Br:13][C:14]1[CH:19]=[CH:18][N:17]=[C:16]([CH2:20][C:7]([C:6]2[CH:5]=[CH:4][C:3]([O:2][CH3:1])=[CH:12][CH:11]=2)=[O:9])[CH:15]=1. The yield is 0.880.